From a dataset of NCI-60 drug combinations with 297,098 pairs across 59 cell lines. Regression. Given two drug SMILES strings and cell line genomic features, predict the synergy score measuring deviation from expected non-interaction effect. (1) Drug 1: CC12CCC3C(C1CCC2=O)CC(=C)C4=CC(=O)C=CC34C. Drug 2: CC12CCC3C(C1CCC2OP(=O)(O)O)CCC4=C3C=CC(=C4)OC(=O)N(CCCl)CCCl.[Na+]. Cell line: UACC-257. Synergy scores: CSS=3.34, Synergy_ZIP=-11.6, Synergy_Bliss=-22.9, Synergy_Loewe=-29.4, Synergy_HSA=-21.4. (2) Drug 1: C1=CC(=CC=C1C#N)C(C2=CC=C(C=C2)C#N)N3C=NC=N3. Drug 2: CCC1(CC2CC(C3=C(CCN(C2)C1)C4=CC=CC=C4N3)(C5=C(C=C6C(=C5)C78CCN9C7C(C=CC9)(C(C(C8N6C)(C(=O)OC)O)OC(=O)C)CC)OC)C(=O)OC)O.OS(=O)(=O)O. Cell line: SR. Synergy scores: CSS=43.0, Synergy_ZIP=-9.70, Synergy_Bliss=-14.8, Synergy_Loewe=-49.2, Synergy_HSA=-14.3. (3) Drug 1: CC1CCC2CC(C(=CC=CC=CC(CC(C(=O)C(C(C(=CC(C(=O)CC(OC(=O)C3CCCCN3C(=O)C(=O)C1(O2)O)C(C)CC4CCC(C(C4)OC)O)C)C)O)OC)C)C)C)OC. Drug 2: CCC1(C2=C(COC1=O)C(=O)N3CC4=CC5=C(C=CC(=C5CN(C)C)O)N=C4C3=C2)O.Cl. Cell line: HCT-15. Synergy scores: CSS=22.7, Synergy_ZIP=-9.26, Synergy_Bliss=1.62, Synergy_Loewe=-4.62, Synergy_HSA=0.413. (4) Drug 1: C1=NC2=C(N=C(N=C2N1C3C(C(C(O3)CO)O)F)Cl)N. Drug 2: C1CC(=O)NC(=O)C1N2C(=O)C3=CC=CC=C3C2=O. Cell line: SW-620. Synergy scores: CSS=5.43, Synergy_ZIP=6.96, Synergy_Bliss=-0.492, Synergy_Loewe=2.27, Synergy_HSA=0.0174.